This data is from Reaction yield outcomes from USPTO patents with 853,638 reactions. The task is: Predict the reaction yield, written as a fraction of the theoretical maximum amount of product (1.0 means a 100% yield; for example, 0.34 means a 34% yield). (1) The reactants are [I:1][C:2]1[CH:3]=[C:4]2[C:8](=[CH:9][CH:10]=1)[NH:7][N:6]=[CH:5]2.[CH3:11][O:12][CH:13]([O:16][CH3:17])[CH2:14]Br.C([O-])([O-])=O.[Cs+].[Cs+]. The catalyst is CS(C)=O.O.CCOC(C)=O. The product is [CH3:11][O:12][CH:13]([O:16][CH3:17])[CH2:14][N:7]1[C:8]2[C:4](=[CH:3][C:2]([I:1])=[CH:10][CH:9]=2)[CH:5]=[N:6]1. The yield is 0.460. (2) The reactants are [CH2:1]([O:3][C:4](=[O:27])[CH2:5][N:6]1[C:14]2[CH2:13][CH2:12][CH2:11][CH:10]([NH:15][S:16]([C:19]3[CH:20]=[N:21][C:22](Cl)=[C:23]([Br:25])[CH:24]=3)(=[O:18])=[O:17])[C:9]=2[CH:8]=[N:7]1)[CH3:2].[H-].[Na+].[Cl:30][C:31]1[CH:36]=[CH:35][C:34]([OH:37])=[CH:33][CH:32]=1.C(O)(=O)C. The catalyst is CN(C)C=O. The product is [CH2:1]([O:3][C:4](=[O:27])[CH2:5][N:6]1[C:14]2[CH2:13][CH2:12][CH2:11][CH:10]([NH:15][S:16]([C:19]3[CH:20]=[N:21][C:22]([O:37][C:34]4[CH:35]=[CH:36][C:31]([Cl:30])=[CH:32][CH:33]=4)=[C:23]([Br:25])[CH:24]=3)(=[O:17])=[O:18])[C:9]=2[CH:8]=[N:7]1)[CH3:2]. The yield is 0.526. (3) The reactants are [C:1]([C@H:4]1[CH2:8][CH2:7][CH2:6][N:5]1[C:9](=[O:24])[CH2:10][CH2:11][CH2:12][CH2:13][C:14]([N:16]1[CH2:20][CH2:19][CH2:18][C@@H:17]1[C:21]([OH:23])=[O:22])=[O:15])([OH:3])=[O:2]. The catalyst is C(O)CC. The product is [CH2:1]([O:22][C:21]([C@H:17]1[CH2:18][CH2:19][CH2:20][N:16]1[C:14](=[O:15])[CH2:13][CH2:12][CH2:11][CH2:10][C:9](=[O:24])[N:5]1[CH2:6][CH2:7][CH2:8][C@@H:4]1[C:1]([O:3][CH2:9][CH2:10][CH3:11])=[O:2])=[O:23])[CH2:4][CH3:8]. The yield is 0.310. (4) The reactants are C([O:8][C:9]1[N:14]=[C:13]([O:15][C:16]2[CH:17]=[C:18]([CH:21]=[C:22]([CH3:24])[CH:23]=2)[C:19]#[N:20])[C:12]([CH:25]([CH3:27])[CH3:26])=[C:11]([O:28]CC2C=CC=CC=2)[N:10]=1)C1C=CC=CC=1.[H][H]. The catalyst is CCOC(C)=O.CCO.[Pd]. The product is [CH:25]([C:12]1[C:11](=[O:28])[NH:10][C:9](=[O:8])[NH:14][C:13]=1[O:15][C:16]1[CH:17]=[C:18]([CH:21]=[C:22]([CH3:24])[CH:23]=1)[C:19]#[N:20])([CH3:27])[CH3:26]. The yield is 0.290. (5) The reactants are [CH2:1]([O:8][C:9]1[CH:14]=[CH:13][C:12](Cl)=[C:11]([N+:16]([O-:18])=[O:17])[CH:10]=1)[C:2]1[CH:7]=[CH:6][CH:5]=[CH:4][CH:3]=1.[C:19]([O-:22])([O-])=O.[Na+].[Na+].CCO[C:28]([CH3:30])=O. The catalyst is O1CCOCC1.C1C=CC([P]([Pd]([P](C2C=CC=CC=2)(C2C=CC=CC=2)C2C=CC=CC=2)([P](C2C=CC=CC=2)(C2C=CC=CC=2)C2C=CC=CC=2)[P](C2C=CC=CC=2)(C2C=CC=CC=2)C2C=CC=CC=2)(C2C=CC=CC=2)C2C=CC=CC=2)=CC=1. The product is [CH2:1]([O:8][C:9]1[CH:14]=[CH:13][C:12]([C:30]2[CH:28]=[CH:12][C:11]([NH:16][CH:19]=[O:22])=[CH:10][CH:9]=2)=[C:11]([N+:16]([O-:18])=[O:17])[CH:10]=1)[C:2]1[CH:7]=[CH:6][CH:5]=[CH:4][CH:3]=1. The yield is 0.750. (6) The reactants are [O:1]([CH2:8][C:9]([OH:11])=O)[C:2]1[CH:7]=[CH:6][CH:5]=[CH:4][CH:3]=1.[NH2:12][CH2:13][CH:14]([OH:26])[CH2:15][N:16]1[CH2:25][CH2:24][C:23]2[C:18](=[CH:19][CH:20]=[CH:21][CH:22]=2)[CH2:17]1.CN(C(ON1N=NC2C=CC=NC1=2)=[N+](C)C)C.F[P-](F)(F)(F)(F)F. The catalyst is C(Cl)Cl. The product is [CH2:17]1[C:18]2[C:23](=[CH:22][CH:21]=[CH:20][CH:19]=2)[CH2:24][CH2:25][N:16]1[CH2:15][CH:14]([OH:26])[CH2:13][NH:12][C:9](=[O:11])[CH2:8][O:1][C:2]1[CH:3]=[CH:4][CH:5]=[CH:6][CH:7]=1. The yield is 0.340. (7) The reactants are [Br:1][C:2]1[CH:7]=[CH:6][CH:5]=[CH:4][C:3]=1[CH2:8][N:9]1[C:14](=[O:15])[C:13]([C:16]([NH:18][CH2:19][C:20]([O:22]CC)=[O:21])=[O:17])=[C:12]([OH:25])[C:11]([C:26](OC)=[O:27])=[C:10]1[OH:30].[NH2:31][C:32]1[CH:33]=[N:34][CH:35]=[CH:36][CH:37]=1.Cl. The catalyst is C(Cl)(Cl)Cl. The product is [Br:1][C:2]1[CH:7]=[CH:6][CH:5]=[CH:4][C:3]=1[CH2:8][N:9]1[C:10]([OH:30])=[C:11]([C:26]([NH:31][C:32]2[CH:33]=[N:34][CH:35]=[CH:36][CH:37]=2)=[O:27])[C:12]([OH:25])=[C:13]([C:16]([NH:18][CH2:19][C:20]([OH:22])=[O:21])=[O:17])[C:14]1=[O:15]. The yield is 0.637. (8) The reactants are [F:1][C:2]1[C:7]([F:8])=[CH:6][CH:5]=[CH:4][C:3]=1[C:9]1[NH:10][CH:11]=[C:12]([CH:14]=[O:15])[N:13]=1.[H-].[Na+].C1OCCOCCOCCOCCOC1.[CH3:33][C:34]1[S:38][C:37]([S:39](Cl)(=[O:41])=[O:40])=[CH:36][CH:35]=1. The catalyst is O1CCCC1.C(=O)([O-])O.[Na+]. The product is [F:1][C:2]1[C:7]([F:8])=[CH:6][CH:5]=[CH:4][C:3]=1[C:9]1[N:10]([S:39]([C:37]2[S:38][C:34]([CH3:33])=[CH:35][CH:36]=2)(=[O:41])=[O:40])[CH:11]=[C:12]([CH:14]=[O:15])[N:13]=1. The yield is 0.970. (9) The product is [F:25][C:24]([F:27])([F:26])[C:11]([OH:15])=[O:37].[S:1]1[C:5]2[CH:6]=[C:7]([N:10]3[CH2:14][CH2:13][N:12]([C:17]4[CH:18]=[N:19][CH:20]=[C:21]([C:24]([F:26])([F:27])[F:25])[C:22]=4[CH3:23])[C:11]3=[O:15])[CH:8]=[CH:9][C:4]=2[N:3]=[CH:2]1. The reactants are [S:1]1[C:5]2[CH:6]=[C:7]([N:10]3[CH2:14][CH2:13][NH:12][C:11]3=[O:15])[CH:8]=[CH:9][C:4]=2[N:3]=[CH:2]1.Br[C:17]1[CH:18]=[N:19][CH:20]=[C:21]([C:24]([F:27])([F:26])[F:25])[C:22]=1[CH3:23].N[C@@H]1CCCC[C@H]1N.P([O-])([O-])([O-])=[O:37].[K+].[K+].[K+]. The yield is 0.0360. The catalyst is [Cu](I)I.O1CCOCC1.